Dataset: Peptide-MHC class I binding affinity with 185,985 pairs from IEDB/IMGT. Task: Regression. Given a peptide amino acid sequence and an MHC pseudo amino acid sequence, predict their binding affinity value. This is MHC class I binding data. (1) The peptide sequence is LDIGDAYFS. The MHC is Mamu-B8701 with pseudo-sequence Mamu-B8701. The binding affinity (normalized) is 0.186. (2) The peptide sequence is NANAYSGKY. The MHC is HLA-A01:01 with pseudo-sequence HLA-A01:01. The binding affinity (normalized) is 0.423.